From a dataset of Peptide-MHC class I binding affinity with 185,985 pairs from IEDB/IMGT. Regression. Given a peptide amino acid sequence and an MHC pseudo amino acid sequence, predict their binding affinity value. This is MHC class I binding data. The peptide sequence is LLQGVPFHV. The MHC is HLA-A26:01 with pseudo-sequence HLA-A26:01. The binding affinity (normalized) is 0.0847.